Dataset: Full USPTO retrosynthesis dataset with 1.9M reactions from patents (1976-2016). Task: Predict the reactants needed to synthesize the given product. Given the product [C:55]([N:27]1[C@H:26]([C:24]([NH:23][C@@H:6]([CH2:7][C:8]2[CH:13]=[CH:12][C:11]([O:14][C:15]3[CH:20]=[CH:19][N:18]=[C:17]([CH3:21])[C:16]=3[CH3:22])=[CH:10][CH:9]=2)[C:5]([OH:54])=[O:4])=[O:25])[CH2:35][C:34]2[CH:33]=[C:32]3[O:36][CH2:37][C@H:38]([C:40]4[CH:45]=[CH:44][C:43]([O:46][CH2:47][CH:48]5[CH2:49][CH2:50][CH2:51][CH2:52][CH2:53]5)=[CH:42][CH:41]=4)[O:39][C:31]3=[CH:30][C:29]=2[CH2:28]1)(=[O:62])[C:56]1[CH:61]=[CH:60][CH:59]=[CH:58][CH:57]=1, predict the reactants needed to synthesize it. The reactants are: Cl.Cl.C[O:4][C:5](=[O:54])[C@@H:6]([NH:23][C:24]([C@@H:26]1[CH2:35][C:34]2[CH:33]=[C:32]3[O:36][CH2:37][C@H:38]([C:40]4[CH:45]=[CH:44][C:43]([O:46][CH2:47][CH:48]5[CH2:53][CH2:52][CH2:51][CH2:50][CH2:49]5)=[CH:42][CH:41]=4)[O:39][C:31]3=[CH:30][C:29]=2[CH2:28][NH:27]1)=[O:25])[CH2:7][C:8]1[CH:13]=[CH:12][C:11]([O:14][C:15]2[CH:20]=[CH:19][N:18]=[C:17]([CH3:21])[C:16]=2[CH3:22])=[CH:10][CH:9]=1.[C:55](Cl)(=[O:62])[C:56]1[CH:61]=[CH:60][CH:59]=[CH:58][CH:57]=1.